Dataset: Full USPTO retrosynthesis dataset with 1.9M reactions from patents (1976-2016). Task: Predict the reactants needed to synthesize the given product. (1) Given the product [CH3:4][N:5]([CH2:6][CH2:7][CH3:27])[C:8](/[N:10]=[C:11]1\[S:12][C:13]([CH3:26])=[CH:14][N:15]\1[C:16]1[CH:17]=[CH:18][C:19]([C:22]([F:25])([F:23])[F:24])=[CH:20][CH:21]=1)=[O:9], predict the reactants needed to synthesize it. The reactants are: [I-].C[N+]1[CH:7]=[CH:6][N:5]([C:8](/[N:10]=[C:11]2\[S:12][C:13]([CH3:26])=[CH:14][N:15]\2[C:16]2[CH:21]=[CH:20][C:19]([C:22]([F:25])([F:24])[F:23])=[CH:18][CH:17]=2)=[O:9])[CH:4]=1.[CH:27](N(C(C)C)CC)(C)C.CNCCC. (2) Given the product [O:1]=[C:2]1[C:6]([C:13]2[CH:14]=[CH:15][CH:16]=[CH:17][CH:18]=2)([C:7]2[CH:12]=[CH:11][CH:10]=[CH:9][CH:8]=2)[CH2:5][CH2:4][N:3]1[CH2:19][C:20]([OH:22])=[O:21], predict the reactants needed to synthesize it. The reactants are: [O:1]=[C:2]1[C:6]([C:13]2[CH:18]=[CH:17][CH:16]=[CH:15][CH:14]=2)([C:7]2[CH:12]=[CH:11][CH:10]=[CH:9][CH:8]=2)[CH2:5][CH2:4][N:3]1[CH2:19][C:20]([O:22]CC)=[O:21].[OH-].[Li+].